From a dataset of Forward reaction prediction with 1.9M reactions from USPTO patents (1976-2016). Predict the product of the given reaction. (1) Given the reactants [CH2:1]([O:3][C:4](=[O:22])[CH:5]=[CH:6][C:7]1[CH:12]=[CH:11][CH:10]=[C:9]([NH:13][C:14]([C:16]2[O:17][C:18](Br)=[CH:19][CH:20]=2)=[O:15])[CH:8]=1)[CH3:2].[C:23]1([C:32]2[CH:37]=[CH:36][CH:35]=[CH:34][CH:33]=2)[CH:28]=[CH:27][CH:26]=[C:25](B(O)O)[CH:24]=1, predict the reaction product. The product is: [CH2:1]([O:3][C:4](=[O:22])[CH:5]=[CH:6][C:7]1[CH:12]=[CH:11][CH:10]=[C:9]([NH:13][C:14]([C:16]2[O:17][C:18]([C:34]3[CH:33]=[C:32]([C:23]4[CH:28]=[CH:27][CH:26]=[CH:25][CH:24]=4)[CH:37]=[CH:36][CH:35]=3)=[CH:19][CH:20]=2)=[O:15])[CH:8]=1)[CH3:2]. (2) Given the reactants [NH:1]1[C:9]2[C:4](=[CH:5][CH:6]=[CH:7][CH:8]=2)[C:3]2([C:21]3[C:12](=[CH:13][C:14]4[O:19][CH2:18][CH2:17][O:16][C:15]=4[CH:20]=3)[O:11][CH2:10]2)[C:2]1=[O:22].Br[CH2:24][CH2:25][CH:26]([CH3:28])[CH3:27].BrCC1CCCCO1, predict the reaction product. The product is: [CH3:27][CH:26]([CH3:28])[CH2:25][CH2:24][N:1]1[C:9]2[C:4](=[CH:5][CH:6]=[CH:7][CH:8]=2)[C:3]2([C:21]3[C:12](=[CH:13][C:14]4[O:19][CH2:18][CH2:17][O:16][C:15]=4[CH:20]=3)[O:11][CH2:10]2)[C:2]1=[O:22]. (3) Given the reactants [F:1][C:2]1[C:3]([C:31]2[CH:36]=[CH:35][CH:34]=[CH:33][CH:32]=2)=[C:4]([CH3:30])[C:5]([C:28]#[N:29])=[C:6]2[C:10]=1[O:9][C:8]([N:11]([CH3:27])[CH2:12][C:13]1[N:14](CC3C=CC(OC)=CC=3)[N:15]=[CH:16][N:17]=1)=[N:7]2, predict the reaction product. The product is: [F:1][C:2]1[C:3]([C:31]2[CH:36]=[CH:35][CH:34]=[CH:33][CH:32]=2)=[C:4]([CH3:30])[C:5]([C:28]#[N:29])=[C:6]2[C:10]=1[O:9][C:8]([N:11]([CH3:27])[CH2:12][C:13]1[NH:14][N:15]=[CH:16][N:17]=1)=[N:7]2. (4) Given the reactants Br[C:2]1[C:3]([NH:9][C:10]([O:12]C(C)(C)C)=O)=[N:4][CH:5]=[C:6]([Br:8])[N:7]=1.[Cl:17][C:18]1[CH:24]=[C:23]([O:25][CH3:26])[C:22]([O:27][CH2:28][C:29]2[C:34]([O:35][CH3:36])=[CH:33][CH:32]=[C:31]([F:37])[C:30]=2[F:38])=[CH:21][C:19]=1[NH2:20].C1(P(C2C=CC=CC=2)C2C3OC4C(=CC=CC=4P(C4C=CC=CC=4)C4C=CC=CC=4)C(C)(C)C=3C=CC=2)C=CC=CC=1.CC(C)([O-])C.[Na+], predict the reaction product. The product is: [Br:8][C:6]1[N:7]=[C:2]2[N:20]([C:19]3[CH:21]=[C:22]([O:27][CH2:28][C:29]4[C:34]([O:35][CH3:36])=[CH:33][CH:32]=[C:31]([F:37])[C:30]=4[F:38])[C:23]([O:25][CH3:26])=[CH:24][C:18]=3[Cl:17])[C:10](=[O:12])[NH:9][C:3]2=[N:4][CH:5]=1.